This data is from TCR-epitope binding with 47,182 pairs between 192 epitopes and 23,139 TCRs. The task is: Binary Classification. Given a T-cell receptor sequence (or CDR3 region) and an epitope sequence, predict whether binding occurs between them. The epitope is WICLLQFAY. The TCR CDR3 sequence is CASSQLDSGNTEAFF. Result: 1 (the TCR binds to the epitope).